This data is from Catalyst prediction with 721,799 reactions and 888 catalyst types from USPTO. The task is: Predict which catalyst facilitates the given reaction. (1) Reactant: [CH3:1][C:2]1[CH:3]([C:10]2[CH:15]=[CH:14][CH:13]=[CH:12][C:11]=2[CH:16]=[N:17][C:18]2[CH:23]=[CH:22][CH:21]=[CH:20][CH:19]=2)[C:4]([CH3:9])=[C:5]([CH3:8])[C:6]=1[CH3:7].[BH4-].[Na+].O.C1(C)C=CC=CC=1. Product: [CH3:1][C:2]1[CH:3]([C:10]2[CH:15]=[CH:14][CH:13]=[CH:12][C:11]=2[CH2:16][NH:17][C:18]2[CH:23]=[CH:22][CH:21]=[CH:20][CH:19]=2)[C:4]([CH3:9])=[C:5]([CH3:8])[C:6]=1[CH3:7]. The catalyst class is: 8. (2) Reactant: [O:1]1[C:5]2[CH:6]=[CH:7][CH:8]=[CH:9][C:4]=2[N:3]=[C:2]1[C:10]1[CH:11]=[CH:12][C:13]([CH3:17])=[C:14]([OH:16])[CH:15]=1.[H-].[Na+].Br[CH2:21][CH2:22][O:23][Si:24]([C:27]([CH3:30])([CH3:29])[CH3:28])([CH3:26])[CH3:25].CCOC(C)=O. Product: [Si:24]([O:23][CH2:22][CH2:21][O:16][C:14]1[CH:15]=[C:10]([C:2]2[O:1][C:5]3[CH:6]=[CH:7][CH:8]=[CH:9][C:4]=3[N:3]=2)[CH:11]=[CH:12][C:13]=1[CH3:17])([C:27]([CH3:30])([CH3:29])[CH3:28])([CH3:26])[CH3:25]. The catalyst class is: 3. (3) Reactant: Br[C:2]1[CH:7]=[CH:6][CH:5]=[C:4]([Br:8])[C:3]=1[CH3:9].[Li]CCCC.CN([CH:18]=[O:19])C. Product: [Br:8][C:4]1[C:3]([CH3:9])=[C:2]([CH:7]=[CH:6][CH:5]=1)[CH:18]=[O:19]. The catalyst class is: 7. (4) Reactant: [CH3:1][C:2]1[NH:6][C:5]2[CH:7]=[CH:8][C:9]([C:11]([OH:13])=[O:12])=[CH:10][C:4]=2[N:3]=1.[C:14](O[C:14]([O:16][C:17]([CH3:20])([CH3:19])[CH3:18])=[O:15])([O:16][C:17]([CH3:20])([CH3:19])[CH3:18])=[O:15]. Product: [C:17]([O:16][C:14]([N:6]1[C:5]2[CH:7]=[CH:8][C:9]([C:11]([OH:13])=[O:12])=[CH:10][C:4]=2[N:3]=[C:2]1[CH3:1])=[O:15])([CH3:20])([CH3:19])[CH3:18]. The catalyst class is: 3. (5) Reactant: [C:1]1([NH:7][C:8]([C:10]2[CH:11]=[C:12]([C@@H:16]3[CH2:18][C@H:17]3[NH:19]C(=O)OC(C)(C)C)[CH:13]=[CH:14][CH:15]=2)=[O:9])[CH:6]=[CH:5][CH:4]=[CH:3][CH:2]=1.[ClH:27].C(OCC)(=O)C. Product: [ClH:27].[NH2:19][C@@H:17]1[CH2:18][C@H:16]1[C:12]1[CH:11]=[C:10]([CH:15]=[CH:14][CH:13]=1)[C:8]([NH:7][C:1]1[CH:2]=[CH:3][CH:4]=[CH:5][CH:6]=1)=[O:9]. The catalyst class is: 92. (6) Reactant: C[O:2][C:3](=O)[CH:4]([NH:11][C:12](=[O:23])[C@@H:13]([NH:15][C:16]([O:18][C:19]([CH3:22])([CH3:21])[CH3:20])=[O:17])[CH3:14])[C:5]1[CH:10]=[CH:9][CH:8]=[CH:7][N:6]=1.[Li+].[BH4-]. Product: [C:19]([O:18][C:16](=[O:17])[NH:15][C@H:13]([C:12](=[O:23])[NH:11][CH:4]([C:5]1[CH:10]=[CH:9][CH:8]=[CH:7][N:6]=1)[CH2:3][OH:2])[CH3:14])([CH3:20])([CH3:21])[CH3:22]. The catalyst class is: 1. (7) Product: [C:13]([O:17][C:35](=[O:38])[NH:32][C@@H:8]1[CH2:9][C@H:7]1[C:4]1[S:5][CH:6]=[C:2]([Br:1])[CH:3]=1)([CH3:16])([CH3:15])[CH3:14]. Reactant: [Br:1][C:2]1[CH:3]=[C:4]([C@@H:7]2[CH2:9][C@H:8]2C(O)=O)[S:5][CH:6]=1.[C:13]([OH:17])([CH3:16])([CH3:15])[CH3:14].C1(P([N:32]=[N+]=[N-])(C2C=CC=CC=2)=O)C=CC=CC=1.[C:35](=[O:38])([O-])O.[Na+]. The catalyst class is: 66. (8) Reactant: [F:1][C:2]1[CH:3]=[C:4]([NH:9][CH:10]=O)[CH:5]=[CH:6][C:7]=1[F:8].[H-].[Na+].[Cl:14][C:15]1[N:23]=[C:22]2[C:18]([N:19]=[CH:20][N:21]2[CH3:24])=C(Cl)[N:16]=1.O. Product: [Cl:14][C:15]1[N:23]=[C:22]2[C:18]([N:19]=[CH:20][N:21]2[CH3:24])=[C:10]([NH:9][C:4]2[CH:5]=[CH:6][C:7]([F:8])=[C:2]([F:1])[CH:3]=2)[N:16]=1. The catalyst class is: 9. (9) Reactant: Cl[CH2:2][C:3]1[CH:4]=[C:5]([CH:26]=[CH:27][N:28]=1)[C:6]([NH:8][C:9]1[S:10][C:11]2[C:17]([CH:18]3[CH2:23][O:22][CH2:21][CH2:20][O:19]3)=[CH:16][CH:15]=[C:14]([O:24][CH3:25])[C:12]=2[N:13]=1)=[O:7].[CH3:29][CH2:30][O-:31].[Na+]. Product: [O:19]1[CH2:20][CH2:21][O:22][CH2:23][CH:18]1[C:17]1[C:11]2[S:10][C:9]([NH:8][C:6](=[O:7])[C:5]3[CH:26]=[CH:27][N:28]=[C:3]([CH2:2][O:31][CH2:30][CH3:29])[CH:4]=3)=[N:13][C:12]=2[C:14]([O:24][CH3:25])=[CH:15][CH:16]=1. The catalyst class is: 8.